Dataset: Catalyst prediction with 721,799 reactions and 888 catalyst types from USPTO. Task: Predict which catalyst facilitates the given reaction. (1) Reactant: [CH2:1]([O:8][C@@H:9]1[C@@H:18]([CH2:19][OH:20])[O:17][C@@H:12]([O:13][CH2:14][CH2:15]Cl)[C@H:11]([F:21])[C@H:10]1[OH:22])[C:2]1[CH:7]=[CH:6][CH:5]=[CH:4][CH:3]=1.[N-:23]=[N+:24]=[N-:25].[Na+]. Product: [CH2:1]([O:8][C@@H:9]1[C@@H:18]([CH2:19][OH:20])[O:17][C@@H:12]([O:13][CH2:14][CH2:15][N:23]=[N+:24]=[N-:25])[C@H:11]([F:21])[C@H:10]1[OH:22])[C:2]1[CH:7]=[CH:6][CH:5]=[CH:4][CH:3]=1. The catalyst class is: 3. (2) Reactant: [H-].[Na+].[CH3:3][O:4][C:5]1[C:9]([C:10]([O:12][CH2:13][CH3:14])=[O:11])=[CH:8][NH:7][N:6]=1.Cl[C:16]1[N:21]=[CH:20][CH:19]=[CH:18][N:17]=1. Product: [CH3:3][O:4][C:5]1[C:9]([C:10]([O:12][CH2:13][CH3:14])=[O:11])=[CH:8][N:7]([C:16]2[N:21]=[CH:20][CH:19]=[CH:18][N:17]=2)[N:6]=1. The catalyst class is: 1. (3) Reactant: [F:1][C:2]1[CH:7]=[C:6]([I:8])[CH:5]=[CH:4][C:3]=1[NH:9][C:10]1[N:15]([CH3:16])[C:14](=[O:17])[C:13]2[CH:18]=[CH:19][O:20][C:12]=2[C:11]=1[C:21]([OH:23])=O.[Si]([O:31][C@@H:32]([CH3:36])[CH2:33][O:34][NH2:35])(C(C)(C)C)(C)C.Cl. Product: [F:1][C:2]1[CH:7]=[C:6]([I:8])[CH:5]=[CH:4][C:3]=1[NH:9][C:10]1[N:15]([CH3:16])[C:14](=[O:17])[C:13]2[CH:18]=[CH:19][O:20][C:12]=2[C:11]=1[C:21]([NH:35][O:34][CH2:33][C@@H:32]([OH:31])[CH3:36])=[O:23]. The catalyst class is: 5. (4) Reactant: C[O:2][C:3]1[CH:4]=[C:5]([C@H:9]([NH2:11])[CH3:10])[CH:6]=[CH:7][CH:8]=1. Product: [OH:2][C:3]1[CH:4]=[C:5]([C@H:9]([NH2:11])[CH3:10])[CH:6]=[CH:7][CH:8]=1. The catalyst class is: 201. (5) Reactant: C1(P(N=[N+]=[N-])(C2C=CC=CC=2)=[O:8])C=CC=CC=1.C([N:20]([CH2:23]C)CC)C.[CH2:25]([C@:32]1([CH2:38]C(O)=O)[CH2:36][CH2:35][C@@H:34]([CH3:37])[CH2:33]1)[C:26]1[CH:31]=[CH:30][CH:29]=[CH:28][CH:27]=1. Product: [N:20]([CH2:38][C@@:32]1([CH2:25][C:26]2[CH:27]=[CH:28][CH:29]=[CH:30][CH:31]=2)[CH2:36][CH2:35][C@@H:34]([CH3:37])[CH2:33]1)=[C:23]=[O:8]. The catalyst class is: 133. (6) Reactant: [CH2:1]([C@H:3]([N:7]1[CH2:11][CH2:10][CH2:9][C:8]1=[O:12])[C:4](O)=[O:5])[CH3:2].C([N:15](CC)CC)C.CS(Cl)(=O)=O. Product: [CH2:1]([C@H:3]([N:7]1[CH2:11][CH2:10][CH2:9][C:8]1=[O:12])[C:4]([NH2:15])=[O:5])[CH3:2]. The catalyst class is: 2. (7) Reactant: C[O:2][C:3]([C:5]1[S:6][C:7]([C:27]#[C:28][C:29]([CH3:32])([CH3:31])[CH3:30])=[CH:8][C:9]=1[N:10]([C@H:20]1[CH2:25][CH2:24][C@H:23]([OH:26])[CH2:22][CH2:21]1)[C:11]([CH:13]1[CH2:18][CH2:17][C:16]([CH3:19])=[CH:15][CH2:14]1)=[O:12])=[O:4].[CH3:33][N:34]([CH2:36][C:37]1[CH:42]=[CH:41][N:40]=[C:39](F)[CH:38]=1)[CH3:35].[H-].[Na+].C(O)(=O)CC(CC(O)=O)(C(O)=O)O. Product: [CH3:33][N:34]([CH2:36][C:37]1[CH:42]=[CH:41][N:40]=[C:39]([O:26][C@H:23]2[CH2:24][CH2:25][C@H:20]([N:10]([C:11]([CH:13]3[CH2:18][CH2:17][C:16]([CH3:19])=[CH:15][CH2:14]3)=[O:12])[C:9]3[CH:8]=[C:7]([C:27]#[C:28][C:29]([CH3:30])([CH3:31])[CH3:32])[S:6][C:5]=3[C:3]([OH:2])=[O:4])[CH2:21][CH2:22]2)[CH:38]=1)[CH3:35]. The catalyst class is: 18.